Dataset: Forward reaction prediction with 1.9M reactions from USPTO patents (1976-2016). Task: Predict the product of the given reaction. (1) Given the reactants Cl[C:2]1[N:10]=[C:9]([CH3:11])[N:8]=[C:7]2[C:3]=1[N:4]=[C:5]([C:12]1[CH:17]=[CH:16][CH:15]=[CH:14][C:13]=1[Cl:18])[NH:6]2.[CH2:19]([N:21]1[CH2:26][CH2:25][NH:24][CH2:23][CH2:22]1)[CH3:20].C(N(CC)CC)C, predict the reaction product. The product is: [Cl:18][C:13]1[CH:14]=[CH:15][CH:16]=[CH:17][C:12]=1[C:5]1[NH:6][C:7]2[C:3]([N:4]=1)=[C:2]([N:24]1[CH2:25][CH2:26][N:21]([CH2:19][CH3:20])[CH2:22][CH2:23]1)[N:10]=[C:9]([CH3:11])[N:8]=2. (2) Given the reactants Cl[C:2]1[C:11]2[C:6](=[C:7]([N+:12]([O-:14])=[O:13])[CH:8]=[CH:9][CH:10]=2)[N:5]=[CH:4][N:3]=1.[F:15][C:16]1[CH:22]=[CH:21][C:20]([C:23]([F:26])([F:25])[F:24])=[CH:19][C:17]=1[NH2:18].O, predict the reaction product. The product is: [F:15][C:16]1[CH:22]=[CH:21][C:20]([C:23]([F:25])([F:26])[F:24])=[CH:19][C:17]=1[NH:18][C:2]1[C:11]2[C:6](=[C:7]([N+:12]([O-:14])=[O:13])[CH:8]=[CH:9][CH:10]=2)[N:5]=[CH:4][N:3]=1. (3) Given the reactants [C:1]([O:4][C@H:5]1[CH2:22][CH2:21][C@@:20]2([CH3:23])[C@@H:7]([CH2:8][CH2:9][C@:10]3([CH3:43])[C@@H:19]2[CH2:18][CH2:17][C@H:16]2[C@@:11]3([CH3:42])[CH2:12][CH2:13][C@@:14]3([C:30]([NH:32][NH:33][C:34](=[O:41])[C:35]4[CH:40]=[CH:39][CH:38]=[N:37][CH:36]=4)=O)[CH2:26][CH2:25][C@@H:24]([C:27]([CH3:29])=[CH2:28])[C@@H:15]32)[C:6]1([CH3:45])[CH3:44])(=[O:3])[CH3:2].C(N(CC)CC)C, predict the reaction product. The product is: [C:1]([O:4][C@H:5]1[CH2:22][CH2:21][C@@:20]2([CH3:23])[C@@H:7]([CH2:8][CH2:9][C@:10]3([CH3:43])[C@@H:19]2[CH2:18][CH2:17][C@H:16]2[C@@:11]3([CH3:42])[CH2:12][CH2:13][C@@:14]3([C:30]4[O:41][C:34]([C:35]5[CH:36]=[N:37][CH:38]=[CH:39][CH:40]=5)=[N:33][N:32]=4)[CH2:26][CH2:25][C@@H:24]([C:27]([CH3:29])=[CH2:28])[C@@H:15]32)[C:6]1([CH3:45])[CH3:44])(=[O:3])[CH3:2]. (4) Given the reactants C([O:4][C:5]1[CH:25]=[CH:24][C:8]([C:9]2[CH:10]([CH3:23])[O:11][C:12]3[C:17]([CH:18]=2)=[CH:16][CH:15]=[C:14]([O:19]C(=O)C)[CH:13]=3)=[CH:7][CH:6]=1)(=O)C.[OH-].[K+].C(O)(=O)C, predict the reaction product. The product is: [OH:4][C:5]1[CH:25]=[CH:24][C:8]([C:9]2[CH:10]([CH3:23])[O:11][C:12]3[C:17]([CH:18]=2)=[CH:16][CH:15]=[C:14]([OH:19])[CH:13]=3)=[CH:7][CH:6]=1.